From a dataset of Full USPTO retrosynthesis dataset with 1.9M reactions from patents (1976-2016). Predict the reactants needed to synthesize the given product. (1) Given the product [CH:1]1([N:7]([CH2:21][C:30]([CH3:34])([CH3:31])[CH3:29])[C:8](=[O:20])[NH:9][C:10]2[S:11][C:12]([S:15][CH2:16][C:17]([OH:19])=[O:18])=[CH:13][N:14]=2)[CH2:6][CH2:5][CH2:4][CH2:3][CH2:2]1, predict the reactants needed to synthesize it. The reactants are: [CH:1]1([N:7]([CH2:21]CC2C=CC=CC=2)[C:8](=[O:20])[NH:9][C:10]2[S:11][C:12]([S:15][CH2:16][C:17]([OH:19])=[O:18])=[CH:13][N:14]=2)[CH2:6][CH2:5][CH2:4][CH2:3][CH2:2]1.[CH3:29][CH:30]([CH3:34])[CH2:31]CN.C1(=O)CCCCC1. (2) Given the product [Br:12][CH:10]([CH3:11])[C:2](=[O:1])[C:3]([O:5][CH2:6][CH2:7][CH2:8][CH3:9])=[O:4], predict the reactants needed to synthesize it. The reactants are: [O:1]=[C:2]([CH2:10][CH3:11])[C:3]([O:5][CH2:6][CH2:7][CH2:8][CH3:9])=[O:4].[Br:12]Br. (3) Given the product [Br:1][C:14]1[CH:15]=[C:16]([O:17][CH3:18])[C:11]([O:10][CH3:9])=[CH:12][C:13]=1[CH2:19][C:20]([O:22][CH3:23])=[O:21], predict the reactants needed to synthesize it. The reactants are: [Br:1]N1C(=O)CCC1=O.[CH3:9][O:10][C:11]1[CH:12]=[C:13]([CH2:19][C:20]([O:22][CH3:23])=[O:21])[CH:14]=[CH:15][C:16]=1[O:17][CH3:18].